The task is: Predict the product of the given reaction.. This data is from Forward reaction prediction with 1.9M reactions from USPTO patents (1976-2016). The product is: [F:1][C:2]1[CH:3]=[C:4]([N+:12]([O-:14])=[O:13])[C:5]([CH3:11])=[C:6]([CH:7]=1)[NH2:8]. Given the reactants [F:1][C:2]1[CH:3]=[C:4]([N+:12]([O-:14])=[O:13])[C:5]([CH3:11])=[C:6]([N+:8]([O-])=O)[CH:7]=1.O.O.O.O.O.O.O.O.O.[S-2].[Na+].[Na+], predict the reaction product.